Dataset: Full USPTO retrosynthesis dataset with 1.9M reactions from patents (1976-2016). Task: Predict the reactants needed to synthesize the given product. Given the product [NH2:1][C:2]1[C:7]([C:8]#[N:9])=[C:6]([CH2:10][CH3:11])[N:5]=[C:4]([NH:12][C:13](=[O:14])[CH3:15])[CH:3]=1, predict the reactants needed to synthesize it. The reactants are: [NH2:1][C:2]1[C:7]([C:8]#[N:9])=[C:6]([CH2:10][CH3:11])[N:5]=[C:4]([NH2:12])[CH:3]=1.[C:13](Cl)([CH3:15])=[O:14].